Dataset: NCI-60 drug combinations with 297,098 pairs across 59 cell lines. Task: Regression. Given two drug SMILES strings and cell line genomic features, predict the synergy score measuring deviation from expected non-interaction effect. (1) Drug 1: CS(=O)(=O)CCNCC1=CC=C(O1)C2=CC3=C(C=C2)N=CN=C3NC4=CC(=C(C=C4)OCC5=CC(=CC=C5)F)Cl. Drug 2: C1=CN(C=N1)CC(O)(P(=O)(O)O)P(=O)(O)O. Cell line: SK-MEL-2. Synergy scores: CSS=-8.31, Synergy_ZIP=6.73, Synergy_Bliss=-1.51, Synergy_Loewe=-4.85, Synergy_HSA=-10.0. (2) Drug 1: C1=C(C(=O)NC(=O)N1)F. Drug 2: C1CC(C1)(C(=O)O)C(=O)O.[NH2-].[NH2-].[Pt+2]. Cell line: MDA-MB-231. Synergy scores: CSS=23.0, Synergy_ZIP=-5.06, Synergy_Bliss=-1.29, Synergy_Loewe=1.61, Synergy_HSA=3.33. (3) Drug 1: C1CC(=O)NC(=O)C1N2CC3=C(C2=O)C=CC=C3N. Drug 2: CS(=O)(=O)CCNCC1=CC=C(O1)C2=CC3=C(C=C2)N=CN=C3NC4=CC(=C(C=C4)OCC5=CC(=CC=C5)F)Cl. Cell line: K-562. Synergy scores: CSS=-3.46, Synergy_ZIP=-0.882, Synergy_Bliss=-3.71, Synergy_Loewe=-4.90, Synergy_HSA=-3.73. (4) Drug 1: CC12CCC(CC1=CCC3C2CCC4(C3CC=C4C5=CN=CC=C5)C)O. Drug 2: C1=NC2=C(N=C(N=C2N1C3C(C(C(O3)CO)O)O)F)N. Cell line: UACC-257. Synergy scores: CSS=3.58, Synergy_ZIP=-0.340, Synergy_Bliss=-0.255, Synergy_Loewe=-3.70, Synergy_HSA=-1.89.